This data is from Reaction yield outcomes from USPTO patents with 853,638 reactions. The task is: Predict the reaction yield, written as a fraction of the theoretical maximum amount of product (1.0 means a 100% yield; for example, 0.34 means a 34% yield). No catalyst specified. The reactants are [F:1][C:2]([F:27])([F:26])[C:3]([N:5]1[CH2:10][CH2:9][CH2:8][C@@H:7]2[C:11]3[CH:12]=[C:13](OS(C(F)(F)F)(=O)=O)[CH:14]=[CH:15][C:16]=3[CH2:17][C@H:6]12)=[O:4].[CH3:28][N:29]1[CH:33]=[C:32](B(O)O)[CH:31]=[N:30]1. The yield is 0.320. The product is [F:1][C:2]([F:27])([F:26])[C:3]([N:5]1[CH2:10][CH2:9][CH2:8][C@@H:7]2[C:11]3[CH:12]=[C:13]([C:32]4[CH:31]=[N:30][N:29]([CH3:28])[CH:33]=4)[CH:14]=[CH:15][C:16]=3[CH2:17][C@H:6]12)=[O:4].